This data is from Forward reaction prediction with 1.9M reactions from USPTO patents (1976-2016). The task is: Predict the product of the given reaction. (1) Given the reactants Br[C:2]1[CH:3]=[C:4]([CH:20]=[CH:21][CH:22]=1)[CH2:5][C:6]1[CH:19]=[C:9]2[NH:10][C:11](=[O:18])[C:12]3[C:17]([N:8]2[N:7]=1)=[CH:16][CH:15]=[CH:14][CH:13]=3.[C:23]([Zn]C#N)#[N:24], predict the reaction product. The product is: [O:18]=[C:11]1[C:12]2[C:17](=[CH:16][CH:15]=[CH:14][CH:13]=2)[N:8]2[N:7]=[C:6]([CH2:5][C:4]3[CH:3]=[C:2]([CH:22]=[CH:21][CH:20]=3)[C:23]#[N:24])[CH:19]=[C:9]2[NH:10]1. (2) Given the reactants [Cl:1][C:2]1[CH:7]=[CH:6][C:5]([C:8]2[C:12]([CH3:13])=[CH:11][NH:10][C:9]=2[C:14]([OH:16])=O)=[CH:4][CH:3]=1.CCN(C(C)C)C(C)C.[NH:26]1[CH2:31][CH2:30][O:29][CH2:28][CH2:27]1.C1C=NC2N(O)N=NC=2C=1.CCN=C=NCCCN(C)C, predict the reaction product. The product is: [Cl:1][C:2]1[CH:3]=[CH:4][C:5]([C:8]2[C:12]([CH3:13])=[CH:11][NH:10][C:9]=2[C:14]([N:26]2[CH2:31][CH2:30][O:29][CH2:28][CH2:27]2)=[O:16])=[CH:6][CH:7]=1. (3) Given the reactants [CH3:1][C:2]1[CH:7]=[C:6]([O:8][CH2:9][CH2:10][CH2:11][O:12]C2CCCCO2)[CH:5]=[C:4]([CH3:19])[C:3]=1[SiH:20]([CH:24]([CH3:26])[CH3:25])[CH:21]([CH3:23])[CH3:22].C1(C)C=CC(S([O-])(=O)=O)=CC=1.[NH+]1C=CC=CC=1.C([O-])(O)=O.[Na+], predict the reaction product. The product is: [CH:24]([SiH:20]([CH:21]([CH3:23])[CH3:22])[C:3]1[C:4]([CH3:19])=[CH:5][C:6]([O:8][CH2:9][CH2:10][CH2:11][OH:12])=[CH:7][C:2]=1[CH3:1])([CH3:26])[CH3:25]. (4) The product is: [F:27][C:24]1[CH:25]=[CH:26][C:21]([C:9]2[N:8]=[CH:7][NH:6][C:10]=2[C:11]2[CH:16]=[CH:15][N:14]=[C:13]([NH:17][C:18]([NH2:20])=[O:19])[CH:12]=2)=[CH:22][CH:23]=1. Given the reactants COC1C=C(OC)C=CC=1C[N:6]1[C:10]([C:11]2[CH:16]=[CH:15][N:14]=[C:13]([NH:17][C:18]([NH2:20])=[O:19])[CH:12]=2)=[C:9]([C:21]2[CH:26]=[CH:25][C:24]([F:27])=[CH:23][CH:22]=2)[N:8]=[CH:7]1.FC(F)(F)C(O)=O.C([O-])(O)=O.[Na+].O, predict the reaction product. (5) Given the reactants [CH3:1][C:2]([S:11][C:12]1[CH:17]=[CH:16][C:15]([CH2:18][NH:19][CH2:20][C:21]#[CH:22])=[CH:14][CH:13]=1)([CH3:10])[C:3]([O:5][C:6]([CH3:9])([CH3:8])[CH3:7])=[O:4].Cl[C:24]1[CH:29]=[C:28]([C:30]2[CH:35]=[CH:34][CH:33]=[C:32]([Cl:36])[CH:31]=2)[N:27]=[CH:26][N:25]=1.CCN(C(C)C)C(C)C, predict the reaction product. The product is: [Cl:36][C:32]1[CH:31]=[C:30]([C:28]2[N:27]=[CH:26][N:25]=[C:24]([N:19]([CH2:18][C:15]3[CH:16]=[CH:17][C:12]([S:11][C:2]([CH3:10])([CH3:1])[C:3]([O:5][C:6]([CH3:9])([CH3:8])[CH3:7])=[O:4])=[CH:13][CH:14]=3)[CH2:20][C:21]#[CH:22])[CH:29]=2)[CH:35]=[CH:34][CH:33]=1. (6) Given the reactants C([O:3][C:4]([CH:6]1[CH2:11][NH:10][C:9]2[CH:12]=[C:13]([Cl:17])[C:14]([I:16])=[CH:15][C:8]=2[O:7]1)=[O:5])C.[Li+].[OH-], predict the reaction product. The product is: [Cl:17][C:13]1[C:14]([I:16])=[CH:15][C:8]2[O:7][CH:6]([C:4]([OH:5])=[O:3])[CH2:11][NH:10][C:9]=2[CH:12]=1.